Dataset: Reaction yield outcomes from USPTO patents with 853,638 reactions. Task: Predict the reaction yield, written as a fraction of the theoretical maximum amount of product (1.0 means a 100% yield; for example, 0.34 means a 34% yield). The reactants are Br[C:2]1[C:3]([O:13]C)=[C:4]([CH3:12])[CH:5]=[C:6]2[C:11]=1[N:10]=[CH:9][CH:8]=[CH:7]2.[C:15]([O:19][C:20]([N:22]1[CH2:28][CH2:27][CH2:26][NH:25][CH2:24][CH2:23]1)=[O:21])([CH3:18])([CH3:17])[CH3:16]. The catalyst is C(OCC)(=O)C. The product is [C:15]([O:19][C:20]([N:22]1[CH2:28][CH2:27][CH2:26][N:25]([C:2]2[C:3]([OH:13])=[C:4]([CH3:12])[CH:5]=[C:6]3[C:11]=2[N:10]=[CH:9][CH:8]=[CH:7]3)[CH2:24][CH2:23]1)=[O:21])([CH3:18])([CH3:16])[CH3:17]. The yield is 0.350.